This data is from Full USPTO retrosynthesis dataset with 1.9M reactions from patents (1976-2016). The task is: Predict the reactants needed to synthesize the given product. (1) Given the product [ClH:31].[CH2:1]([O:8][C:9]([C:11]1[C:19]2[C:14](=[CH:15][CH:16]=[C:17]([CH2:20][CH2:21][NH2:22])[CH:18]=2)[NH:13][C:12]=1[CH3:30])=[O:10])[C:2]1[CH:3]=[CH:4][CH:5]=[CH:6][CH:7]=1, predict the reactants needed to synthesize it. The reactants are: [CH2:1]([O:8][C:9]([C:11]1[C:19]2[C:14](=[CH:15][CH:16]=[C:17]([CH2:20][CH2:21][NH:22]C(OC(C)(C)C)=O)[CH:18]=2)[NH:13][C:12]=1[CH3:30])=[O:10])[C:2]1[CH:7]=[CH:6][CH:5]=[CH:4][CH:3]=1.[ClH:31]. (2) Given the product [F:24][C:25]1[CH:30]=[CH:29][C:28]([CH3:31])=[CH:27][C:26]=1[NH:32][C:33]([NH:1][C:2]1[CH:23]=[CH:22][C:5]([O:6][C:7]2[CH:12]=[CH:11][N:10]=[C:9]([C:13]3[NH:17][CH:16]=[C:15]([C:18]([O:20][CH3:21])=[O:19])[CH:14]=3)[CH:8]=2)=[CH:4][CH:3]=1)=[O:34], predict the reactants needed to synthesize it. The reactants are: [NH2:1][C:2]1[CH:23]=[CH:22][C:5]([O:6][C:7]2[CH:12]=[CH:11][N:10]=[C:9]([C:13]3[NH:17][CH:16]=[C:15]([C:18]([O:20][CH3:21])=[O:19])[CH:14]=3)[CH:8]=2)=[CH:4][CH:3]=1.[F:24][C:25]1[CH:30]=[CH:29][C:28]([CH3:31])=[CH:27][C:26]=1[N:32]=[C:33]=[O:34].Cl.